Dataset: Forward reaction prediction with 1.9M reactions from USPTO patents (1976-2016). Task: Predict the product of the given reaction. (1) Given the reactants [Br:1][C:2]1[CH:23]=[CH:22][C:5]2[N:6]([CH2:20][CH3:21])[C:7]([CH2:9][CH2:10][C:11]([C:13]3[CH:18]=[CH:17][CH:16]=[C:15]([F:19])[CH:14]=3)=O)=[N:8][C:4]=2[CH:3]=1.BrBr.[CH:26]([NH2:28])=[S:27].C(N)=O.P12(SP3(SP(SP(S3)(S1)=S)(=S)S2)=S)=S, predict the reaction product. The product is: [Br:1][C:2]1[CH:23]=[CH:22][C:5]2[N:6]([CH2:20][CH3:21])[C:7]([CH2:9][C:10]3[S:27][CH:26]=[N:28][C:11]=3[C:13]3[CH:18]=[CH:17][CH:16]=[C:15]([F:19])[CH:14]=3)=[N:8][C:4]=2[CH:3]=1. (2) Given the reactants C([O:8][C:9]1[CH:14]=[C:13](CO)[C:12](O)=[C:11](C)[C:10]=1[CH3:19])C1C=CC=CC=1.[CH2:20]([O:22][C:23](=[O:32])[CH2:24][CH2:25][C:26]([O:30][CH3:31])([O:28][CH3:29])[CH3:27])[CH3:21].C1(C)C=CC(S([O-])(=O)=O)=CC=1.[NH+]1C=CC=CC=1, predict the reaction product. The product is: [CH2:20]([O:22][C:23](=[O:32])[CH2:24][CH2:25][C:26]1([CH3:27])[O:28][CH2:29][C:13]2[CH:14]=[C:9]([OH:8])[C:10]([CH3:19])=[C:11]([CH3:12])[C:31]=2[O:30]1)[CH3:21]. (3) The product is: [Cl:1][C:2]1[CH:3]=[CH:4][C:5]([O:6][C:7]2[C:15]3[C:10](=[CH:11][CH:12]=[C:13]([S:29]([CH3:33])(=[O:31])=[O:28])[CH:14]=3)[N:9]([CH2:18][C:19]([O:21][CH3:22])=[O:20])[C:8]=2[CH3:23])=[CH:24][CH:25]=1. Given the reactants [Cl:1][C:2]1[CH:25]=[CH:24][C:5]([O:6][C:7]2[C:15]3[C:10](=[CH:11][CH:12]=[C:13](SC)[CH:14]=3)[N:9]([CH2:18][C:19]([O:21][CH3:22])=[O:20])[C:8]=2[CH3:23])=[CH:4][CH:3]=1.[Na].O[O:28][S:29]([O-:31])=O.[K+].[CH3:33]C(C)=O, predict the reaction product.